This data is from Reaction yield outcomes from USPTO patents with 853,638 reactions. The task is: Predict the reaction yield, written as a fraction of the theoretical maximum amount of product (1.0 means a 100% yield; for example, 0.34 means a 34% yield). (1) The reactants are [Cl:1][C:2]1[N:7]=[C:6]([C:8]2[CH:13]=[CH:12][C:11]([NH:14][S:15]([CH3:18])(=[O:17])=[O:16])=[CH:10][CH:9]=2)[CH:5]=[CH:4][N:3]=1.C(=O)([O-])[O-].[K+].[K+].Br[CH2:26][C:27]#[N:28]. The catalyst is CC(C)=O. The product is [Cl:1][C:2]1[N:7]=[C:6]([C:8]2[CH:9]=[CH:10][C:11]([N:14]([CH2:26][C:27]#[N:28])[S:15]([CH3:18])(=[O:16])=[O:17])=[CH:12][CH:13]=2)[CH:5]=[CH:4][N:3]=1. The yield is 0.890. (2) The reactants are [NH2:1][C:2]1[CH:3]=[C:4]([NH:10][C:11]([NH:13][CH:14]2[CH2:19][CH2:18][CH2:17][CH2:16][CH2:15]2)=[O:12])[CH:5]=[C:6]([Cl:9])[C:7]=1[OH:8].[N:20]([C:23]1[CH:28]=[CH:27][CH:26]=[CH:25][C:24]=1[C:29]([F:32])([F:31])[F:30])=[C:21]=[O:22]. No catalyst specified. The product is [Cl:9][C:6]1[C:7]([OH:8])=[C:2]([NH:1][C:21]([NH:20][C:23]2[CH:28]=[CH:27][CH:26]=[CH:25][C:24]=2[C:29]([F:30])([F:31])[F:32])=[O:22])[CH:3]=[C:4]([NH:10][C:11]([NH:13][CH:14]2[CH2:15][CH2:16][CH2:17][CH2:18][CH2:19]2)=[O:12])[CH:5]=1. The yield is 0.310.